From a dataset of Reaction yield outcomes from USPTO patents with 853,638 reactions. Predict the reaction yield, written as a fraction of the theoretical maximum amount of product (1.0 means a 100% yield; for example, 0.34 means a 34% yield). (1) The reactants are NC1N=C(CC2C=CC=CC=2)C=C(C)C=1[C:4]([NH2:6])=[O:5].[NH2:19][C:20]1[N:28]=[C:27]([CH3:29])[CH:26]=[C:25]([CH2:30][C:31]2[CH:36]=[CH:35][CH:34]=[CH:33][CH:32]=2)[C:21]=1C(N)=O.[OH-].[K+].C(OI(C1C=CC=CC=1)OC(=O)C)(=O)C. The catalyst is CO. The product is [CH2:30]([C:25]1[CH:26]=[C:27]([CH3:29])[N:28]=[C:20]2[NH:19][C:4](=[O:5])[NH:6][C:21]=12)[C:31]1[CH:32]=[CH:33][CH:34]=[CH:35][CH:36]=1. The yield is 0.910. (2) The reactants are FC1C=C2C(C(I)=CN2S(C2C=CC=CC=2)(=O)=O)=CC=1.C1(S([N:30]2[C:38]3[C:33](=[CH:34][CH:35]=[C:36]([F:39])[CH:37]=3)[C:32]([C:40]3[CH:41]=[CH:42][C:43]4[O:47][C:46]([CH2:48][N:49]5[CH2:54][CH2:53][NH:52][CH2:51][CH2:50]5)=[N:45][C:44]=4[CH:55]=3)=[CH:31]2)(=O)=O)C=CC=CC=1. The catalyst is CO. The product is [F:39][C:36]1[CH:37]=[C:38]2[C:33]([C:32]([C:40]3[CH:41]=[CH:42][C:43]4[O:47][C:46]([CH2:48][N:49]5[CH2:54][CH2:53][NH:52][CH2:51][CH2:50]5)=[N:45][C:44]=4[CH:55]=3)=[CH:31][NH:30]2)=[CH:34][CH:35]=1. The yield is 0.520. (3) The reactants are [CH2:1]([N:3]([CH2:6][C:7]1[CH:12]=[CH:11][C:10]([C:13]2[C:14]3[C:15]4[CH:28]=[CH:27][S:26][C:16]=4[C:17](=[O:25])[NH:18][C:19]=3[CH:20]=[CH:21][C:22]=2[O:23]C)=[CH:9][CH:8]=1)[CH2:4][CH3:5])[CH3:2].BrB(Br)Br. No catalyst specified. The product is [CH2:1]([N:3]([CH2:6][C:7]1[CH:8]=[CH:9][C:10]([C:13]2[C:14]3[C:15]4[CH:28]=[CH:27][S:26][C:16]=4[C:17](=[O:25])[NH:18][C:19]=3[CH:20]=[CH:21][C:22]=2[OH:23])=[CH:11][CH:12]=1)[CH2:4][CH3:5])[CH3:2]. The yield is 0.420. (4) The reactants are [O:1]([C:3]1[CH:4]=[C:5]2[C:9](=[CH:10][CH:11]=1)[NH:8][C:7](=[O:12])[CH2:6]2)[CH3:2].[CH:13]([C:15]1[CH:23]=[C:22]2[C:18]([C:19](/[CH:24]=[CH:25]/[C:26]3[CH:34]=[CH:33][C:29]([C:30]([OH:32])=[O:31])=[CH:28][CH:27]=3)=[N:20][NH:21]2)=[CH:17][CH:16]=1)=O. No catalyst specified. The product is [CH3:2][O:1][C:3]1[CH:4]=[C:5]2[C:9](=[CH:10][CH:11]=1)[NH:8][C:7](=[O:12])/[C:6]/2=[CH:13]/[C:15]1[CH:23]=[C:22]2[C:18]([C:19](/[CH:24]=[CH:25]/[C:26]3[CH:34]=[CH:33][C:29]([C:30]([OH:32])=[O:31])=[CH:28][CH:27]=3)=[N:20][NH:21]2)=[CH:17][CH:16]=1. The yield is 0.230. (5) The reactants are [CH2:1]([O:19][CH:20]1[CH:25]([O:26][CH2:27][CH2:28][CH2:29][CH2:30][CH2:31][CH2:32][CH2:33][CH2:34][CH2:35][CH2:36][CH2:37][CH2:38][CH2:39][CH2:40][CH2:41][CH2:42][CH2:43][CH3:44])[CH:24]([O:45][CH2:46][CH2:47][CH2:48][CH2:49][CH2:50][CH2:51][CH2:52][CH2:53][CH2:54][CH2:55][CH2:56][CH2:57][CH2:58][CH2:59][CH2:60][CH2:61][CH2:62][CH3:63])[CH2:23][CH:22]([CH2:64][OH:65])[CH2:21]1)[CH2:2][CH2:3][CH2:4][CH2:5][CH2:6][CH2:7][CH2:8][CH2:9][CH2:10][CH2:11][CH2:12][CH2:13][CH2:14][CH2:15][CH2:16][CH2:17][CH3:18].O[C:67]1[CH:74]=[CH:73][C:70]([CH:71]=[O:72])=[C:69]([O:75][CH3:76])[CH:68]=1.C1(P(C2C=CC=CC=2)C2C=CC=CC=2)C=CC=CC=1.N(C(OC(C)C)=O)=NC(OC(C)C)=O. The catalyst is C1COCC1.O. The product is [CH3:76][O:75][C:69]1[CH:68]=[C:67]([O:65][CH2:64][CH:22]2[CH2:21][CH:20]([O:19][CH2:1][CH2:2][CH2:3][CH2:4][CH2:5][CH2:6][CH2:7][CH2:8][CH2:9][CH2:10][CH2:11][CH2:12][CH2:13][CH2:14][CH2:15][CH2:16][CH2:17][CH3:18])[CH:25]([O:26][CH2:27][CH2:28][CH2:29][CH2:30][CH2:31][CH2:32][CH2:33][CH2:34][CH2:35][CH2:36][CH2:37][CH2:38][CH2:39][CH2:40][CH2:41][CH2:42][CH2:43][CH3:44])[CH:24]([O:45][CH2:46][CH2:47][CH2:48][CH2:49][CH2:50][CH2:51][CH2:52][CH2:53][CH2:54][CH2:55][CH2:56][CH2:57][CH2:58][CH2:59][CH2:60][CH2:61][CH2:62][CH3:63])[CH2:23]2)[CH:74]=[CH:73][C:70]=1[CH:71]=[O:72]. The yield is 1.00. (6) The reactants are [Cl:1][C:2]1[CH:7]=[CH:6][CH:5]=[C:4]([Cl:8])[C:3]=1[C:9]1[N:10]([C:18]2[CH:23]=[CH:22][C:21]([C:24]3[CH:29]=[CH:28][CH:27]=[C:26]([S:30]([CH3:33])(=[O:32])=[O:31])[CH:25]=3)=[CH:20][CH:19]=2)[CH:11]=[C:12]([C:14](O)([CH3:16])[CH3:15])[N:13]=1.C1(C)C=CC=CC=1. The catalyst is C(O)(=O)C. The product is [Cl:8][C:4]1[CH:5]=[CH:6][CH:7]=[C:2]([Cl:1])[C:3]=1[C:9]1[N:10]([C:18]2[CH:23]=[CH:22][C:21]([C:24]3[CH:29]=[CH:28][CH:27]=[C:26]([S:30]([CH3:33])(=[O:32])=[O:31])[CH:25]=3)=[CH:20][CH:19]=2)[CH:11]=[C:12]([C:14]([CH3:16])=[CH2:15])[N:13]=1. The yield is 0.780.